From a dataset of Reaction yield outcomes from USPTO patents with 853,638 reactions. Predict the reaction yield, written as a fraction of the theoretical maximum amount of product (1.0 means a 100% yield; for example, 0.34 means a 34% yield). (1) The reactants are [Cl:1][CH2:2][C:3]1[CH:4]=[N:5][CH:6]=[CH:7][CH:8]=1.O.O.O.O.O.O.[NH:15]1[CH2:20][CH2:19][NH:18][CH2:17][CH2:16]1. No catalyst specified. The product is [ClH:1].[ClH:1].[ClH:1].[N:5]1[CH:6]=[CH:7][CH:8]=[C:3]([CH2:2][N:15]2[CH2:20][CH2:19][NH:18][CH2:17][CH2:16]2)[CH:4]=1. The yield is 0.620. (2) The yield is 0.560. The catalyst is CC(=O)OCC.O.[Zn]. The product is [CH:43]([O:8][CH2:9][CH2:10][CH2:11][N:12]1[C:17](=[O:18])[C:16]2[C:19]([CH2:32][C:34]3[CH:39]=[CH:38][C:37]([Cl:40])=[CH:36][CH:35]=3)=[C:20]([C:23]3[CH:28]=[CH:27][CH:26]=[CH:25][C:24]=3[CH:29]([CH3:30])[CH3:31])[N:21]=[CH:22][C:15]=2[N:14]([CH3:41])[C:13]1=[O:42])=[O:44]. The reactants are [Si]([O:8][CH2:9][CH2:10][CH2:11][N:12]1[C:17](=[O:18])[C:16]2[C:19]([CH:32]([C:34]3[CH:39]=[CH:38][C:37]([Cl:40])=[CH:36][CH:35]=3)O)=[C:20]([C:23]3[CH:28]=[CH:27][CH:26]=[CH:25][C:24]=3[CH:29]([CH3:31])[CH3:30])[N:21]=[CH:22][C:15]=2[N:14]([CH3:41])[C:13]1=[O:42])(C(C)(C)C)(C)C.[CH:43](O)=[O:44]. (3) The reactants are [F:1][C:2]([F:27])([F:26])[C:3]1([NH:6][C:7]([C:9]2[CH:14]=[CH:13][C:12]([N:15]3[CH2:18][C:17]([F:20])([F:19])[CH2:16]3)=[C:11]([O:21][CH2:22][CH:23]3[CH2:25][CH2:24]3)[N:10]=2)=[O:8])[CH2:5][CH2:4]1.[H-].[Na+].I[CH3:31]. The catalyst is CN(C=O)C. The product is [CH3:31][N:6]([C:3]1([C:2]([F:1])([F:26])[F:27])[CH2:4][CH2:5]1)[C:7]([C:9]1[CH:14]=[CH:13][C:12]([N:15]2[CH2:18][C:17]([F:20])([F:19])[CH2:16]2)=[C:11]([O:21][CH2:22][CH:23]2[CH2:24][CH2:25]2)[N:10]=1)=[O:8]. The yield is 0.630. (4) The reactants are [CH3:1][N:2]([CH3:28])[CH2:3][CH2:4][N:5]1[C:9]2[CH:10]=[CH:11][C:12]([S:14]([C@H:17]3[CH2:21][CH2:20][N:19]([CH3:22])[CH2:18]3)(=[O:16])=[O:15])=[CH:13][C:8]=2[N:7]=[C:6]1[CH2:23][C:24]([CH3:27])([CH3:26])[CH3:25].[ClH:29].C(OCC)(=O)C. The catalyst is C(O)C. The product is [ClH:29].[ClH:29].[CH3:1][N:2]([CH3:28])[CH2:3][CH2:4][N:5]1[C:9]2[CH:10]=[CH:11][C:12]([S:14]([C@H:17]3[CH2:21][CH2:20][N:19]([CH3:22])[CH2:18]3)(=[O:15])=[O:16])=[CH:13][C:8]=2[N:7]=[C:6]1[CH2:23][C:24]([CH3:26])([CH3:25])[CH3:27]. The yield is 0.500. (5) The reactants are [Cl:1][C:2]1[CH:3]=[CH:4][C:5]([O:25][CH3:26])=[C:6]([C:8]2[C:12]([NH:13][C:14]([C:16]3[CH:17]=[N:18][N:19]4[CH:24]=[CH:23][CH:22]=[N:21][C:20]=34)=[O:15])=[CH:11][NH:10][N:9]=2)[CH:7]=1.C1(C)C=CC(S(O[CH2:37][CH2:38][Cl:39])(=O)=O)=CC=1.C(=O)([O-])[O-].[Cs+].[Cs+]. The catalyst is CN(C)C=O. The product is [Cl:1][C:2]1[CH:3]=[CH:4][C:5]([O:25][CH3:26])=[C:6]([C:8]2[C:12]([NH:13][C:14]([C:16]3[CH:17]=[N:18][N:19]4[CH:24]=[CH:23][CH:22]=[N:21][C:20]=34)=[O:15])=[CH:11][N:10]([CH2:37][CH2:38][Cl:39])[N:9]=2)[CH:7]=1. The yield is 0.770. (6) The reactants are [F:1][C:2]([F:12])([F:11])[C:3]1[CH:10]=[CH:9][C:6]([CH2:7][OH:8])=[CH:5][CH:4]=1.[H-].[Na+].Cl[C:16]1[CH:21]=[CH:20][N+:19]([O-:22])=[CH:18][CH:17]=1. The catalyst is CN(C=O)C.C(Cl)Cl. The product is [F:1][C:2]([F:11])([F:12])[C:3]1[CH:10]=[CH:9][C:6]([CH2:7][O:8][C:16]2[CH:21]=[CH:20][N+:19]([O-:22])=[CH:18][CH:17]=2)=[CH:5][CH:4]=1. The yield is 0.190. (7) The reactants are [F:1][CH2:2][C@@:3]1([C:50]([OH:52])=[O:51])[CH2:8][CH2:7][C:6]([C:9]2[C:10]([CH3:49])([CH3:48])[C@H:11]3[C@:24]([CH3:27])([CH2:25][CH:26]=2)[C@@H:23]2[C@:14]([CH3:47])([C@@:15]4([CH3:46])[C@H:20]([CH2:21][CH2:22]2)[C@H:19]2[C@H:28]([C:31]([CH3:33])=[CH2:32])[CH2:29][CH2:30][C@:18]2([NH:34][CH2:35][C:36]([N:38]2[CH2:43][CH2:42][C:41](O)(C)[CH2:40][CH2:39]2)=[O:37])[CH2:17][CH2:16]4)[CH2:13][CH2:12]3)=[CH:5][CH2:4]1.[CH3:53][S:54](C1CCNCC1)(=[O:56])=[O:55].C(O)(C(F)(F)F)=O. No catalyst specified. The product is [F:1][CH2:2][C@@:3]1([C:50]([OH:52])=[O:51])[CH2:8][CH2:7][C:6]([C:9]2[C:10]([CH3:49])([CH3:48])[C@H:11]3[C@:24]([CH3:27])([CH2:25][CH:26]=2)[C@@H:23]2[C@:14]([CH3:47])([C@@:15]4([CH3:46])[C@H:20]([CH2:21][CH2:22]2)[C@H:19]2[C@H:28]([C:31]([CH3:33])=[CH2:32])[CH2:29][CH2:30][C@:18]2([NH:34][CH2:35][C:36]([N:38]2[CH2:43][CH2:42][CH:41]([S:54]([CH3:53])(=[O:56])=[O:55])[CH2:40][CH2:39]2)=[O:37])[CH2:17][CH2:16]4)[CH2:13][CH2:12]3)=[CH:5][CH2:4]1. The yield is 0.700.